From a dataset of Catalyst prediction with 721,799 reactions and 888 catalyst types from USPTO. Predict which catalyst facilitates the given reaction. (1) Reactant: [Cl:1][C:2]1[CH:7]=[CH:6][CH:5]=[C:4]([Cl:8])[C:3]=1[N:9]1[C:13](=[O:14])[NH:12][C:11]([C:15]2[CH:24]=[CH:23][C:18]([C:19]([O:21]C)=O)=[C:17]([O:25][CH3:26])[CH:16]=2)=[N:10]1.[F:27][C:28]1[CH:34]=[CH:33][C:31]([NH2:32])=[CH:30][C:29]=1[C:35]([F:38])([F:37])[F:36].C[Al](C)C. Product: [Cl:8][C:4]1[CH:5]=[CH:6][CH:7]=[C:2]([Cl:1])[C:3]=1[N:9]1[C:13](=[O:14])[NH:12][C:11]([C:15]2[CH:24]=[CH:23][C:18]([C:19]([NH:32][C:31]3[CH:33]=[CH:34][C:28]([F:27])=[C:29]([C:35]([F:38])([F:36])[F:37])[CH:30]=3)=[O:21])=[C:17]([O:25][CH3:26])[CH:16]=2)=[N:10]1. The catalyst class is: 11. (2) Reactant: [Br:1][C:2]1[CH:7]=[CH:6][C:5]([OH:8])=[CH:4][C:3]=1[CH3:9].Cl[CH2:11][CH2:12][O:13][CH3:14].C(=O)([O-])[O-].[K+].[K+]. Product: [Br:1][C:2]1[CH:7]=[CH:6][C:5]([O:8][CH2:11][CH2:12][O:13][CH3:14])=[CH:4][C:3]=1[CH3:9]. The catalyst class is: 5. (3) Reactant: [Cl-].O[NH3+:3].[C:4](=[O:7])([O-:6])O.[Na+].CS(C)=O.[C:13]([C:15]1[CH:20]=[CH:19][CH:18]=[CH:17][C:16]=1[C:21]1[CH:26]=[CH:25][C:24]([CH2:27][C:28]2[C:29](=[O:48])[N:30]([CH2:40][C:41]([O:43][C:44]([CH3:47])([CH3:46])[CH3:45])=[O:42])[C:31]3[N:32]([N:37]=[CH:38][N:39]=3)[C:33]=2[CH2:34][CH2:35][CH3:36])=[CH:23][CH:22]=1)#[N:14]. Product: [O:48]=[C:29]1[C:28]([CH2:27][C:24]2[CH:23]=[CH:22][C:21]([C:16]3[CH:17]=[CH:18][CH:19]=[CH:20][C:15]=3[C:13]3[NH:3][C:4](=[O:7])[O:6][N:14]=3)=[CH:26][CH:25]=2)=[C:33]([CH2:34][CH2:35][CH3:36])[N:32]2[N:37]=[CH:38][N:39]=[C:31]2[N:30]1[CH2:40][C:41]([O:43][C:44]([CH3:47])([CH3:46])[CH3:45])=[O:42]. The catalyst class is: 13. (4) Reactant: [NH2:1][NH:2][C:3]([NH2:5])=[S:4].C(O)(=O)C.[C:10]([NH:13][C:14]1[CH:21]=[CH:20][C:17]([CH:18]=O)=[C:16]([F:22])[CH:15]=1)(=[O:12])[CH3:11]. Product: [C:10]([NH:13][C:14]1[CH:21]=[CH:20][C:17]([CH:18]=[N:1][NH:2][C:3]([NH2:5])=[S:4])=[C:16]([F:22])[CH:15]=1)(=[O:12])[CH3:11]. The catalyst class is: 97. (5) Reactant: [Li]CCCC.[CH3:6][N:7]1[CH:11]=[CH:10][N:9]=[CH:8]1.[Sn:12](Cl)([CH2:21][CH2:22][CH2:23][CH3:24])([CH2:17][CH2:18][CH2:19][CH3:20])[CH2:13][CH2:14][CH2:15][CH3:16]. Product: [CH3:6][N:7]1[CH:11]=[CH:10][N:9]=[C:8]1[Sn:12]([CH2:17][CH2:18][CH2:19][CH3:20])([CH2:21][CH2:22][CH2:23][CH3:24])[CH2:13][CH2:14][CH2:15][CH3:16]. The catalyst class is: 7. (6) Reactant: [Br:1][C:2]1[CH:7]=[CH:6][C:5]([C:8]2([C:12]([OH:14])=O)[CH2:11][CH2:10][CH2:9]2)=[CH:4][CH:3]=1.C(N(CC)CC)C.ClC(OCC)=O.[N-:28]=[N+:29]=[N-:30].[Na+]. Product: [N:28]([C:12]([C:8]1([C:5]2[CH:6]=[CH:7][C:2]([Br:1])=[CH:3][CH:4]=2)[CH2:11][CH2:10][CH2:9]1)=[O:14])=[N+:29]=[N-:30]. The catalyst class is: 20. (7) Reactant: O.C1(C)C=CC(C([C@](C(O)=O)(O)[C@](C(C2C=CC(C)=CC=2)=O)(O)C(O)=O)=O)=CC=1.[CH2:30]([N:33]1[C:37]([CH2:38][S:39]([C:41]2[CH:47]=[CH:46][C:44]([NH2:45])=[CH:43][CH:42]=2)=[O:40])=[CH:36][N:35]=[CH:34]1)[CH2:31][CH3:32]. Product: [CH2:30]([N:33]1[C:37]([CH2:38][S:39]([C:41]2[CH:42]=[CH:43][C:44]([NH2:45])=[CH:46][CH:47]=2)=[O:40])=[CH:36][N:35]=[CH:34]1)[CH2:31][CH3:32]. The catalyst class is: 13. (8) Reactant: [CH:1]1[C:13]2[CH:12]([CH2:14][O:15][C:16]([NH:18][C@@H:19]([CH2:23][CH2:24][CH2:25][C:26]([O:28][C:29]([CH3:32])([CH3:31])[CH3:30])=[O:27])[C:20](O)=[O:21])=[O:17])[C:11]3[C:6](=[CH:7][CH:8]=[CH:9][CH:10]=3)[C:5]=2[CH:4]=[CH:3][CH:2]=1.[Cl-].[NH4+].C[N:36](C(ON1N=NC2C=CC=NC1=2)=[N+](C)C)C.F[P-](F)(F)(F)(F)F. Product: [CH:10]1[C:11]2[CH:12]([CH2:14][O:15][C:16]([NH:18][C@H:19]([C:20]([NH2:36])=[O:21])[CH2:23][CH2:24][CH2:25][C:26]([O:28][C:29]([CH3:32])([CH3:31])[CH3:30])=[O:27])=[O:17])[C:13]3[C:5](=[CH:4][CH:3]=[CH:2][CH:1]=3)[C:6]=2[CH:7]=[CH:8][CH:9]=1. The catalyst class is: 215.